Predict the reactants needed to synthesize the given product. From a dataset of Full USPTO retrosynthesis dataset with 1.9M reactions from patents (1976-2016). (1) Given the product [C:1]([O:9][C@@H:10]1[C@H:14]([O:15][C:16](=[O:23])[C:17]2[CH:22]=[CH:21][CH:20]=[CH:19][CH:18]=2)[C@@H:13]([C:24]([NH:26][CH2:27][CH3:28])=[O:25])[O:12][C@H:11]1[N:29]1[CH:37]=[N:36][C:35]2[C:30]1=[N:31][C:32]([I:39])=[N:33][C:34]=2[NH:54][CH2:53][CH:51]1[C:52]2[CH:40]=[CH:41][CH:42]=[CH:43][C:44]=2[C:45]2[C:50]1=[CH:49][CH:48]=[CH:47][CH:46]=2)(=[O:8])[C:2]1[CH:7]=[CH:6][CH:5]=[CH:4][CH:3]=1, predict the reactants needed to synthesize it. The reactants are: [C:1]([O:9][C@@H:10]1[C@H:14]([O:15][C:16](=[O:23])[C:17]2[CH:22]=[CH:21][CH:20]=[CH:19][CH:18]=2)[C@@H:13]([C:24]([NH:26][CH2:27][CH3:28])=[O:25])[O:12][C@H:11]1[N:29]1[CH:37]=[N:36][C:35]2[C:30]1=[N:31][C:32]([I:39])=[N:33][C:34]=2Cl)(=[O:8])[C:2]1[CH:7]=[CH:6][CH:5]=[CH:4][CH:3]=1.[CH:40]1[C:52]2[CH:51]([CH2:53][NH2:54])[C:50]3[C:45](=[CH:46][CH:47]=[CH:48][CH:49]=3)[C:44]=2[CH:43]=[CH:42][CH:41]=1. (2) Given the product [CH3:1][CH2:2][CH:3]([NH:6][C:7]1[N:12]2[N:13]=[C:14]([CH3:25])[C:15]([C:16]3[CH:21]=[CH:20][C:19]([O:22][CH3:23])=[CH:18][C:17]=3[CH3:24])=[C:11]2[N:10]=[C:9]2[CH:26]=[CH:27][O:28][C:8]=12)[CH2:4][CH3:5], predict the reactants needed to synthesize it. The reactants are: [CH3:1][CH2:2][CH:3]([NH:6][C:7]1[N:12]2[N:13]=[C:14]([CH3:25])[C:15]([C:16]3[CH:21]=[CH:20][C:19]([O:22][CH3:23])=[CH:18][C:17]=3[CH3:24])=[C:11]2[N:10]=[C:9]2[CH2:26][CH2:27][O:28][C:8]=12)[CH2:4][CH3:5]. (3) Given the product [ClH:1].[NH:28]1[C:29]2[C:25](=[CH:24][C:23]([NH:22][C:2]3[C:11]4[C:6](=[CH:7][C:8]([O:14][CH2:15][CH2:16][CH2:17][S:18]([CH3:21])(=[O:20])=[O:19])=[C:9]([O:12][CH3:13])[CH:10]=4)[N:5]=[CH:4][N:3]=3)=[CH:31][CH:30]=2)[CH:26]=[CH:27]1, predict the reactants needed to synthesize it. The reactants are: [Cl:1][C:2]1[C:11]2[C:6](=[CH:7][C:8]([O:14][CH2:15][CH2:16][CH2:17][S:18]([CH3:21])(=[O:20])=[O:19])=[C:9]([O:12][CH3:13])[CH:10]=2)[N:5]=[CH:4][N:3]=1.[NH2:22][C:23]1[CH:24]=[C:25]2[C:29](=[CH:30][CH:31]=1)[NH:28][CH:27]=[CH:26]2.Cl. (4) Given the product [CH2:16]([C:23]1[O:24][C:25]([CH:14]([C:9]2[C:10]([CH3:13])=[N:11][O:12][C:8]=2[C:5]2[CH:4]=[CH:3][C:2]([Br:1])=[CH:7][CH:6]=2)[OH:15])=[N:26][N:27]=1)[C:17]1[CH:18]=[CH:19][CH:20]=[CH:21][CH:22]=1, predict the reactants needed to synthesize it. The reactants are: [Br:1][C:2]1[CH:7]=[CH:6][C:5]([C:8]2[O:12][N:11]=[C:10]([CH3:13])[C:9]=2[CH:14]=[O:15])=[CH:4][CH:3]=1.[CH2:16]([C:23]1[O:24][CH:25]=[N:26][N:27]=1)[C:17]1[CH:22]=[CH:21][CH:20]=[CH:19][CH:18]=1.